From a dataset of TCR-epitope binding with 47,182 pairs between 192 epitopes and 23,139 TCRs. Binary Classification. Given a T-cell receptor sequence (or CDR3 region) and an epitope sequence, predict whether binding occurs between them. (1) The epitope is HLVDFQVTI. The TCR CDR3 sequence is CASSDSLVRGYQETQYF. Result: 0 (the TCR does not bind to the epitope). (2) The epitope is LLWNGPMAV. The TCR CDR3 sequence is CASSGQGGYTEAFF. Result: 0 (the TCR does not bind to the epitope). (3) The epitope is VTEHDTLLY. The TCR CDR3 sequence is CASSYDRGDYEQYF. Result: 1 (the TCR binds to the epitope). (4) The epitope is TAFTIPSI. The TCR CDR3 sequence is CASSQGGDTEAFF. Result: 0 (the TCR does not bind to the epitope). (5) The epitope is KLPDDFTGCV. The TCR CDR3 sequence is CASSQDRMGGDNEQFF. Result: 1 (the TCR binds to the epitope).